This data is from Catalyst prediction with 721,799 reactions and 888 catalyst types from USPTO. The task is: Predict which catalyst facilitates the given reaction. (1) Reactant: [F-].[Cs+].CC(C)([O-])C.[K+].[CH3:9][O:10][C:11](=[O:26])[CH2:12][C:13]1[C:14]([CH3:25])=[N:15][NH:16][C:17]=1[C:18]1[CH:23]=[CH:22][C:21]([Cl:24])=[CH:20][CH:19]=1.[N:27]1[CH:32]=[C:31](B(O)O)[CH:30]=[N:29][CH:28]=1.[Cl-].[NH4+]. Product: [CH3:9][O:10][C:11](=[O:26])[CH2:12][C:13]1[C:14]([CH3:25])=[N:15][N:16]([C:31]2[CH:32]=[N:27][CH:28]=[N:29][CH:30]=2)[C:17]=1[C:18]1[CH:23]=[CH:22][C:21]([Cl:24])=[CH:20][CH:19]=1. The catalyst class is: 221. (2) Reactant: [CH3:1][CH2:2][N:3]([CH:7]([CH3:9])C)[CH:4]([CH3:6])C.[C:10]([C:12]1[CH:13]=[C:14]2[C:18](=[CH:19][CH:20]=1)[N:17]([S:21]([C:24]1[CH:29]=[CH:28][C:27]([O:30][CH3:31])=[CH:26][CH:25]=1)(=[O:23])=[O:22])[C:16](=[O:32])[C:15]2([CH2:42][C:43]([OH:45])=O)[C:33]1[C:34]([O:39][CH2:40][CH3:41])=[N:35][CH:36]=[CH:37][CH:38]=1)#[N:11].F[C:47](F)(F)[C:48](O)=O.FC(F)(F)C(O)=O.FC(F)(F)C(O)=[O:63].[CH2:67]1C2(CNC2)[CH2:69][N:68]1CCN1CCOCC1.[CH3:82][N:83](C(ON1N=NC2C=CC=NC1=2)=[N+](C)C)C.F[P-](F)(F)(F)(F)F. The catalyst class is: 2. Product: [CH2:40]([O:39][C:34]1[C:33]([C:15]2([CH2:42][C:43]([N:83]3[CH2:48][C:47]4([CH2:69][N:68]([CH2:9][CH2:7][N:3]5[CH2:2][CH2:1][O:63][CH2:6][CH2:4]5)[CH2:67]4)[CH2:82]3)=[O:45])[C:14]3[C:18](=[CH:19][CH:20]=[C:12]([C:10]#[N:11])[CH:13]=3)[N:17]([S:21]([C:24]3[CH:25]=[CH:26][C:27]([O:30][CH3:31])=[CH:28][CH:29]=3)(=[O:22])=[O:23])[C:16]2=[O:32])=[CH:38][CH:37]=[CH:36][N:35]=1)[CH3:41]. (3) Reactant: [CH3:1][C@@H:2]1[CH2:8][N:7]([C:9](=[O:21])[C:10]2[CH:15]=[CH:14][C:13]([N:16]3[CH:20]=[CH:19][CH:18]=[N:17]3)=[CH:12][CH:11]=2)[C:6]2[CH:22]=[CH:23][CH:24]=[CH:25][C:5]=2[CH2:4][N:3]1[C:26]([NH:28][CH2:29][C:30]([OH:32])=O)=[O:27].[Cl-].[NH4+].O.OC1C2N=N[NH:42]C=2C=CC=1.C(N(CC)C(C)C)(C)C.Cl.C(N=C=NCCCN(C)C)C. Product: [C:30]([CH2:29][NH:28][C:26]([N:3]1[CH2:4][C:5]2[CH:25]=[CH:24][CH:23]=[CH:22][C:6]=2[N:7]([C:9](=[O:21])[C:10]2[CH:11]=[CH:12][C:13]([N:16]3[CH:20]=[CH:19][CH:18]=[N:17]3)=[CH:14][CH:15]=2)[CH2:8][C@H:2]1[CH3:1])=[O:27])(=[O:32])[NH2:42]. The catalyst class is: 288. (4) Reactant: [Cl:1][C:2]1[CH:7]=[C:6]([OH:8])[CH:5]=[C:4]([N+:9]([O-:11])=[O:10])[C:3]=1[NH:12]C(=O)C. Product: [NH2:12][C:3]1[C:4]([N+:9]([O-:11])=[O:10])=[CH:5][C:6]([OH:8])=[CH:7][C:2]=1[Cl:1]. The catalyst class is: 33. (5) Reactant: [C:1](Cl)(=O)C.[OH:5][CH2:6][C:7]1[CH:12]=[CH:11][C:10]([CH2:13][C:14]([OH:16])=[O:15])=[CH:9][CH:8]=1. Product: [CH3:1][O:15][C:14](=[O:16])[CH2:13][C:10]1[CH:11]=[CH:12][C:7]([CH:6]=[O:5])=[CH:8][CH:9]=1. The catalyst class is: 5. (6) Reactant: C(OC([N:8]1[C:16]2[C:11](=[CH:12][CH:13]=[CH:14][CH:15]=2)[CH2:10][C@H:9]1[CH2:17][O:18][CH3:19])=O)(C)(C)C.C(O)(C(F)(F)F)=O.[OH-].[Na+]. Product: [CH3:19][O:18][CH2:17][C@@H:9]1[CH2:10][C:11]2[C:16](=[CH:15][CH:14]=[CH:13][CH:12]=2)[NH:8]1. The catalyst class is: 2. (7) Reactant: [C:1]([OH:8])(=[O:7])/[CH:2]=[CH:3]\[C:4]([OH:6])=[O:5].[CH3:9][O:10][C:11]1[CH:12]=[C:13]2[CH2:22][CH:21]([CH2:23][CH:24]3[CH2:29][CH2:28][N:27]([CH2:30][C:31]4[CH:32]=[CH:33][CH:34]=[CH:35][CH:36]=4)[CH2:26][CH2:25]3)[C:19](=[O:20])[C:14]2=[CH:15][C:16]=1[O:17][CH3:18]. Product: [CH3:9][O:10][C:11]1[CH:12]=[C:13]2[CH2:22][CH:21]([CH2:23][CH:24]3[CH2:25][CH2:26][N:27]([CH2:30][C:31]4[CH:36]=[CH:35][CH:34]=[CH:33][CH:32]=4)[CH2:28][CH2:29]3)[C:19](=[O:20])[C:14]2=[CH:15][C:16]=1[O:17][CH3:18].[C:1]([O-:8])(=[O:7])/[CH:2]=[CH:3]\[C:4]([O-:6])=[O:5]. The catalyst class is: 13. (8) Product: [NH2:21][C:5]1([CH2:18][CH2:19][OH:20])[C:6]2[CH:11]=[C:10]([Cl:12])[N:9]=[C:8]([F:13])[C:7]=2[O:14][C:15]2[C:4]1=[CH:3][C:2]([Br:1])=[CH:17][CH:16]=2. The catalyst class is: 5. Reactant: [Br:1][C:2]1[CH:3]=[C:4]2[C:15](=[CH:16][CH:17]=1)[O:14][C:7]1[C:8]([F:13])=[N:9][C:10]([Cl:12])=[CH:11][C:6]=1[C:5]2([NH:21]S(C(C)(C)C)=O)[CH2:18][CH2:19][OH:20].C(Cl)(=O)C. (9) Reactant: [CH3:1][O:2][C:3](=[O:9])[CH2:4][C@H:5]([OH:8])[CH2:6][NH2:7].Cl.COC(=O)C[C@H](O)CN.C(=O)([O-])O.[Na+].[CH3:25][O:26][CH:27]([O:30][CH3:31])[CH:28]=O. Product: [CH3:1][O:2][C:3](=[O:9])[CH2:4][C@H:5]([OH:8])[CH2:6][NH:7][CH2:28][CH:27]([O:30][CH3:31])[O:26][CH3:25]. The catalyst class is: 19.